From a dataset of Experimentally validated miRNA-target interactions with 360,000+ pairs, plus equal number of negative samples. Binary Classification. Given a miRNA mature sequence and a target amino acid sequence, predict their likelihood of interaction. (1) The miRNA is hsa-miR-4676-3p with sequence CACUGUUUCACCACUGGCUCUU. The protein sequence of the target gene is MESRKDMVVFLDGGQLGTLVGKRVSNLSEAVGSPLPEPPEKMVPRGCLSPRAVPPATRERGGGGPEEEPVDGLAGSAAGPGAEPQVAGAAMLGPGPPAPSVDSLSGQGQPSSSDTESDFYEEIEVSCTPDCATGNAEYQHSKGSGSEALVGSPNGGSETPKSNGGSGGGGSQGTLACSASDQMRRYRTAFTREQIARLEKEFYRENYVSRPRRCELAAALNLPETTIKVWFQNRRMKDKRQRLAMTWPHPADPAFYTYMMSHAAAAGGLPYPFPSHLPLPYYSPVGLGAASAASAAASPF.... Result: 0 (no interaction). (2) The miRNA is hsa-miR-5688 with sequence UAACAAACACCUGUAAAACAGC. The protein sequence of the target gene is MKFSPAHYLLPLLPALVLSTRQDYEELEKQLKEVFKERSTILRQLTKTSRELDGIKVNLQSLKNDEQSAKTDVQKLLELGQKQREEMKSLQEALQNQLKETSEKAEKHQATINFLKTEVERKSKMIRDLQNENKSLKNKLLSGNKLCGIHAEESKKIQAQLKELRYGKKDLLFKAQQLTDLEQKLAVAKNELEKAALDRESQMKAMKETVQLCLTSVFRDQPPPPLSLITSNPTRMLLPPRNIASKLPDAAAKSKPQQSASGNNESSQVESTKEGNPSTTACDSQDEGRPCSMKHKESPP.... Result: 0 (no interaction). (3) The miRNA is mmu-miR-5124a with sequence GGUCCAGUGACUAAGAGCAU. The protein sequence of the target gene is MHLKHLRTLLSPQDGAAKVTCMAWSQNNAKFAVCTVDRVVLLYDEHGERRDKFSTKPADMKYGRKSYMVKGMAFSPDSTKIAIGQTDNIIYVYKIGEDWGDKKVICNKFIQTSAVTCLQWPAEYIIVFGLAEGKVRLANTKTNKSSTIYGTESYVVSLTTNCSGKGILSGHADGTIVRYFFDDEGSGESQGKLVNHPCPPYALAWATNSIVAAGCDRKIVAYGKEGHMLQTFDYSRDPQEREFTTAVSSPGGQSVVLGSYDRLRVFNWIPRRSIWEEAKPKEITNLYTITALAWKRDGSR.... Result: 0 (no interaction). (4) The miRNA is hsa-miR-129-5p with sequence CUUUUUGCGGUCUGGGCUUGC. The protein sequence of the target gene is MGNSDSQYTLQGSKNHSNTITGAKQIPCSLKIRGIHAKEEKSLHGWGHGSNGAGYKSRSLARSCLSHFKSNQPYASRLGGPTCKVSRGVAYSTHRTNAPGKDFQGISAAFSTENGFHSVGHELADNHITSRDCNGHLLNCYGRNESIASTPPGEDRKSPRVLIKTLGKLDGCLRVEFHNGGNPSKVPAEDCSEPVQLLRYSPTLASETSPVPEARRGSSADSLPSHRPSPTDSRLRSSKGSSLSSESSWYDSPWGNAGELSEAEGSFLAPGMPDPSLHASFPPGDAKKPFNQSSSLSSLR.... Result: 1 (interaction). (5) The miRNA is hsa-miR-155-5p with sequence UUAAUGCUAAUCGUGAUAGGGGUU. The protein sequence of the target gene is MAGRSHPGPLRPLLPLLVVAACVLPGAGGTCPERALERREEEANVVLTGTVEEILNVDPVQHTYSCKVRVWRYLKGKDLVARESLLDGGNKVVISGFGDPLICDNQVSTGDTRIFFVNPAPPYLWPAHKNELMLNSSLMRITLRNLEEVEFCVEDKPGTHFTPVPPTPPDACRGMLCGFGAVCEPNAEGPGRASCVCKKSPCPSVVAPVCGSDASTYSNECELQRAQCSQQRRIRLLSRGPCGSRDPCSNVTCSFGSTCARSADGLTASCLCPATCRGAPEGTVCGSDGADYPGECQLLR.... Result: 1 (interaction). (6) The miRNA is hsa-miR-4318 with sequence CACUGUGGGUACAUGCU. The protein sequence of the target gene is MGPPGPALPATMNNSSSETRGHPHSASSPSERVFPMPLPRKAPLNIPGTPVLEDFPQNDDEKERLQRRRSRVFDLQFSTDSPRLLASPSSRSIDISATIPKFTNTQITEHYSTCIKLSTENKITTKNAFGLHLIDFMSEILKQKDTEPTNFKVAAGTLDASTKIYAVRVDAVHADVYRVLGGLGKDAPSLEEVEGHVADGSATEMGTTKKAVKPKKKHLHRTIEQNINNLNVSEADRKCEIDPMFQKTAASFDECSTAGVFLSTLHCQDYRSELLFPSDVQTLSTGEPLELPELGCVEMT.... Result: 0 (no interaction). (7) Result: 1 (interaction). The miRNA is hsa-let-7b-5p with sequence UGAGGUAGUAGGUUGUGUGGUU. The protein sequence of the target gene is MTARTLSLMASLVAYDDSDSEAETEHAGSFNATGQQKDTSGVARPPGQDFASGTLDVPKAGAQPTKHGSCEDPGGYRLPLAQLGRSDWGSCPSQRLQWPGKEPQVTFPIKEPSCSSLWTSHVPASHMPLAAARFKQVKLSRNFPKSSFHAQSESETVGKNGSSFQKKKCEDCVVPYTPRRLRQRQALSTETGKGKDVEPQGPPAGRAPAPLYVGPGVSEFIQPYLNSHYKETTVPRKVLFHLRGHRGPVNTIQWCPVLSKSHMLLSTSMDKTFKVWNAVDSGHCLQTYSLHTEAVRAARW....